Dataset: Reaction yield outcomes from USPTO patents with 853,638 reactions. Task: Predict the reaction yield, written as a fraction of the theoretical maximum amount of product (1.0 means a 100% yield; for example, 0.34 means a 34% yield). The reactants are [CH3:1][C:2]1[N:7]([C:8]2[CH:13]=[CH:12][CH:11]=[C:10]([C:14]([F:17])([F:16])[F:15])[CH:9]=2)[C:6](=[O:18])[C:5]([C:19]([OH:21])=[O:20])=[CH:4][CH:3]=1.[I-:22].[Na+].[N+]([O-])(O)=O. The catalyst is C(O)(=O)C. The product is [I:22][C:3]1[CH:4]=[C:5]([C:19]([OH:21])=[O:20])[C:6](=[O:18])[N:7]([C:8]2[CH:13]=[CH:12][CH:11]=[C:10]([C:14]([F:16])([F:17])[F:15])[CH:9]=2)[C:2]=1[CH3:1]. The yield is 0.680.